This data is from Full USPTO retrosynthesis dataset with 1.9M reactions from patents (1976-2016). The task is: Predict the reactants needed to synthesize the given product. (1) Given the product [CH3:1][O:2][C:3]([C:5]1([NH:15][C:16](=[O:29])[C:17]2[CH:22]=[CH:21][C:20]([O:23][CH3:24])=[C:19]([OH:25])[CH:18]=2)[CH2:6][CH2:7][CH:8]([C:11]([F:14])([F:13])[F:12])[CH2:9][CH2:10]1)=[O:4], predict the reactants needed to synthesize it. The reactants are: [CH3:1][O:2][C:3]([C:5]1([NH:15][C:16](=[O:29])[C:17]2[CH:22]=[CH:21][C:20]([O:23][CH3:24])=[C:19]([O:25]C(=O)C)[CH:18]=2)[CH2:10][CH2:9][CH:8]([C:11]([F:14])([F:13])[F:12])[CH2:7][CH2:6]1)=[O:4].C([O-])([O-])=O.[K+].[K+].CC(=O)OCC.Cl. (2) Given the product [O:1]1[CH2:6][CH2:5][CH2:4][O:3][CH:2]1[CH2:7][CH2:8][N:9]1[CH2:10][CH2:11][CH:12]([NH:15][CH2:30][C:31]2[CH:36]=[CH:35][C:34]([F:37])=[CH:33][CH:32]=2)[CH2:13][CH2:14]1, predict the reactants needed to synthesize it. The reactants are: [O:1]1[CH2:6][CH2:5][CH2:4][O:3][CH:2]1[CH2:7][CH2:8][N:9]1[CH2:14][CH2:13][CH:12]([N:15]([CH2:30][C:31]2[CH:36]=[CH:35][C:34]([F:37])=[CH:33][CH:32]=2)C(=O)CC2C=CC(OC(F)(F)F)=CC=2)[CH2:11][CH2:10]1.C(O)C[C@H](O)C. (3) Given the product [CH3:12][O:13][C:14]1[CH:32]=[CH:31][C:17]([C:18](=[C:4]2[CH2:3][C:2]([CH3:11])([CH3:1])[CH2:7][C:6]([CH3:9])([CH3:8])[CH2:5]2)[C:20]2[CH:25]=[CH:24][C:23]([NH:26][S:27]([CH3:30])(=[O:29])=[O:28])=[CH:22][CH:21]=2)=[CH:16][CH:15]=1, predict the reactants needed to synthesize it. The reactants are: [CH3:1][C:2]1([CH3:11])[CH2:7][C:6]([CH3:9])([CH3:8])[CH2:5][C:4](=O)[CH2:3]1.[CH3:12][O:13][C:14]1[CH:32]=[CH:31][C:17]([C:18]([C:20]2[CH:25]=[CH:24][C:23]([NH:26][S:27]([CH3:30])(=[O:29])=[O:28])=[CH:22][CH:21]=2)=O)=[CH:16][CH:15]=1.C([O-])([O-])=O.[K+].[K+]. (4) Given the product [CH3:58][N:59]([CH2:61][CH2:62][CH2:63][C@@:64]1([C:75]2[CH:80]=[CH:79][C:78]([F:81])=[CH:77][CH:76]=2)[O:72][CH2:71][C:70]2[CH:69]=[C:68]([C:73]#[N:74])[CH:67]=[CH:66][C:65]1=2)[CH3:60], predict the reactants needed to synthesize it. The reactants are: C(O)(=O)CC(CC(O)=O)(C(O)=O)O.C(O)[C@H]1O[C@H](O[C@]2(CO)O[C@H](CO)[C@@H](O)[C@@H]2O)[C@H](O)[C@@H](O)[C@@H]1O.COC([C@@H](NC([C@@H](N)CC(O)=O)=O)CC1C=CC=CC=1)=O.[CH3:58][N:59]([CH2:61][CH2:62][CH2:63][C@@:64]1([C:75]2[CH:76]=[CH:77][C:78]([F:81])=[CH:79][CH:80]=2)[O:72][CH2:71][C:70]2[CH:69]=[C:68]([C:73]#[N:74])[CH:67]=[CH:66][C:65]1=2)[CH3:60].C(O)(C(O)=O)=O. (5) Given the product [CH2:20]1[C:30]2=[C:31]3[C:26](=[CH:27][CH:28]=[CH:29]2)[C:25]([CH2:32][N:33]([CH3:34])[C:17](=[O:19])/[CH:16]=[CH:15]/[C:5]2[CH:6]=[N:7][C:8]4[NH:9][C:10](=[O:14])[C:11]([CH2:12][CH3:13])=[C:2]([OH:1])[C:3]=4[CH:4]=2)=[CH:24][CH:23]=[C:22]3[CH2:21]1, predict the reactants needed to synthesize it. The reactants are: [OH:1][C:2]1[C:3]2[CH:4]=[C:5](/[CH:15]=[CH:16]/[C:17]([OH:19])=O)[CH:6]=[N:7][C:8]=2[NH:9][C:10](=[O:14])[C:11]=1[CH2:12][CH3:13].[CH2:20]1[C:30]2=[C:31]3[C:26](=[CH:27][CH:28]=[CH:29]2)[C:25]([CH2:32][NH:33][CH3:34])=[CH:24][CH:23]=[C:22]3[CH2:21]1.CCN=C=NCCCN(C)C.C1C=CC2N(O)N=NC=2C=1.CCN(C(C)C)C(C)C.Cl. (6) Given the product [CH3:7][S:8][C:9]1[N:14]=[C:13]([NH:15][CH2:16][C:17]2[CH:22]=[CH:21][C:20]([O:23][CH3:24])=[C:19]([Cl:25])[CH:18]=2)[C:12]([CH2:26][OH:27])=[CH:11][N:10]=1, predict the reactants needed to synthesize it. The reactants are: [H-].[Al+3].[Li+].[H-].[H-].[H-].[CH3:7][S:8][C:9]1[N:14]=[C:13]([NH:15][CH2:16][C:17]2[CH:22]=[CH:21][C:20]([O:23][CH3:24])=[C:19]([Cl:25])[CH:18]=2)[C:12]([C:26](OCC)=[O:27])=[CH:11][N:10]=1.[OH-].[Na+].S([O-])([O-])(=O)=O.[Mg+2]. (7) Given the product [Cl:1][C:2]1[CH:7]=[CH:6][C:5]([N:8]2[C:12]([C:13]3[CH:14]=[CH:15][C:16]4=[N:19][O:21][C:29]([C:26]5[CH:27]=[CH:28][C:23]([F:22])=[CH:24][CH:25]=5)=[C:17]4[CH:18]=3)=[CH:11][CH:10]=[N:9]2)=[CH:4][CH:3]=1, predict the reactants needed to synthesize it. The reactants are: [Cl:1][C:2]1[CH:7]=[CH:6][C:5]([N:8]2[C:12]([C:13]3[CH:18]=[CH:17][C:16]([N+:19]([O-:21])=O)=[CH:15][CH:14]=3)=[CH:11][CH:10]=[N:9]2)=[CH:4][CH:3]=1.[F:22][C:23]1[CH:28]=[CH:27][C:26]([CH2:29]C#N)=[CH:25][CH:24]=1. (8) Given the product [CH:16]([O:18][C:19]1[CH:24]=[CH:23][C:22]([C:2]2[C:6]([CH:7]=[O:8])=[CH:5][N:4]([CH:9]3[CH2:14][CH2:13][CH2:12][CH2:11][O:10]3)[N:3]=2)=[CH:21][CH:20]=1)([CH3:17])[CH3:15], predict the reactants needed to synthesize it. The reactants are: I[C:2]1[C:6]([CH:7]=[O:8])=[CH:5][N:4]([CH:9]2[CH2:14][CH2:13][CH2:12][CH2:11][O:10]2)[N:3]=1.[CH3:15][CH:16]([O:18][C:19]1[CH:24]=[CH:23][C:22](B(O)O)=[CH:21][CH:20]=1)[CH3:17].C(=O)([O-])[O-].[Na+].[Na+]. (9) Given the product [ClH:16].[F:1][CH:2]1[C@H:6]2[NH:7][CH2:8][C@@H:3]1[O:4][CH2:5]2, predict the reactants needed to synthesize it. The reactants are: [F:1][CH:2]1[C@H:6]2[N:7](C(OC(C)(C)C)=O)[CH2:8][C@@H:3]1[O:4][CH2:5]2.[ClH:16].